Dataset: Full USPTO retrosynthesis dataset with 1.9M reactions from patents (1976-2016). Task: Predict the reactants needed to synthesize the given product. (1) Given the product [F:8][C:9]1[C:14]([F:15])=[CH:13][CH:12]=[CH:11][C:10]=1[C:16]1([OH:27])[CH2:19][NH:18][CH2:17]1, predict the reactants needed to synthesize it. The reactants are: FC(F)(F)C(O)=O.[F:8][C:9]1[C:14]([F:15])=[CH:13][CH:12]=[CH:11][C:10]=1[C:16]1([OH:27])[CH2:19][N:18](C(OC(C)(C)C)=O)[CH2:17]1. (2) Given the product [F:1][C:2]1[CH:3]=[N:4][C:5]([NH:11][CH2:12][C:13]([F:16])([F:15])[F:14])=[C:6]([CH:10]=1)[C:7]([NH:22][C:18]([CH3:19])([C:20]#[CH:21])[CH3:17])=[O:9], predict the reactants needed to synthesize it. The reactants are: [F:1][C:2]1[CH:3]=[N:4][C:5]([NH:11][CH2:12][C:13]([F:16])([F:15])[F:14])=[C:6]([CH:10]=1)[C:7]([OH:9])=O.[CH3:17][C:18]([NH2:22])([C:20]#[CH:21])[CH3:19].CCN=C=NCCCN(C)C.CCN(C(C)C)C(C)C.C1C=CC2N(O)N=NC=2C=1.